The task is: Predict the reactants needed to synthesize the given product.. This data is from Full USPTO retrosynthesis dataset with 1.9M reactions from patents (1976-2016). Given the product [Cl:1][C:2]1[CH:7]=[CH:6][C:5]([C@:8]23[O:15][C@@:12]4([CH2:16][O:17][CH:33]([C:34]5[CH:39]=[CH:38][CH:37]=[CH:36][CH:35]=5)[O:18][C@H:11]4[C@H:10]([OH:19])[C@H:9]2[OH:20])[CH2:13][O:14]3)=[CH:4][C:3]=1[CH2:21][C:22]1[CH:23]=[CH:24][C:25]([O:28][CH2:29][CH3:30])=[CH:26][CH:27]=1, predict the reactants needed to synthesize it. The reactants are: [Cl:1][C:2]1[CH:7]=[CH:6][C:5]([C@@:8]23[O:15][C@@:12]([CH2:16][OH:17])([CH2:13][O:14]2)[C@@H:11]([OH:18])[C@H:10]([OH:19])[C@H:9]3[OH:20])=[CH:4][C:3]=1[CH2:21][C:22]1[CH:27]=[CH:26][C:25]([O:28][CH2:29][CH3:30])=[CH:24][CH:23]=1.CO[CH:33](OC)[C:34]1[CH:39]=[CH:38][CH:37]=[CH:36][CH:35]=1.O.C1(C)C=CC(S(O)(=O)=O)=CC=1.[Na].